From a dataset of Reaction yield outcomes from USPTO patents with 853,638 reactions. Predict the reaction yield, written as a fraction of the theoretical maximum amount of product (1.0 means a 100% yield; for example, 0.34 means a 34% yield). (1) The reactants are [CH3:1][O:2][C:3]1[CH:4]=[C:5]2[C:9](=[CH:10][C:11]=1[N+:12]([O-:14])=[O:13])[NH:8][CH2:7][CH2:6]2.[CH3:15][N:16]1[CH2:23][CH2:22][CH2:21][C@H:17]1[C:18](O)=[O:19].CN(C(ON1N=NC2C=CC=NC1=2)=[N+](C)C)C.F[P-](F)(F)(F)(F)F.CCN(C(C)C)C(C)C. The catalyst is CN(C)C=O.C(OCC)(=O)C.C1COCC1. The product is [CH3:1][O:2][C:3]1[CH:4]=[C:5]2[C:9](=[CH:10][C:11]=1[N+:12]([O-:14])=[O:13])[N:8]([C:18](=[O:19])[C@@H:17]1[CH2:21][CH2:22][CH2:23][N:16]1[CH3:15])[CH2:7][CH2:6]2. The yield is 0.950. (2) The reactants are [NH2:1][C:2](=[O:37])[CH2:3][O:4][C:5]1[C:14]([C:15]2[CH:16]=[CH:17][C:18]3[O:22][C:21]([C:23]4[CH:28]=[CH:27][C:26]([F:29])=[CH:25][CH:24]=4)=[C:20]([C:30](=[O:33])[NH:31][CH3:32])[C:19]=3[CH:34]=2)=[CH:13][C:8]([C:9]([O:11]C)=[O:10])=[C:7]([O:35][CH3:36])[CH:6]=1.CO.[OH-].[Na+]. The catalyst is C1COCC1. The product is [NH2:1][C:2](=[O:37])[CH2:3][O:4][C:5]1[C:14]([C:15]2[CH:16]=[CH:17][C:18]3[O:22][C:21]([C:23]4[CH:24]=[CH:25][C:26]([F:29])=[CH:27][CH:28]=4)=[C:20]([C:30](=[O:33])[NH:31][CH3:32])[C:19]=3[CH:34]=2)=[CH:13][C:8]([C:9]([OH:11])=[O:10])=[C:7]([O:35][CH3:36])[CH:6]=1. The yield is 0.600. (3) The reactants are Cl[C:2](Cl)(Cl)[CH:3]([OH:5])O.Cl.[NH2:9][OH:10].[CH3:11][O:12][C:13]1[CH:18]=[CH:17][C:16]([NH2:19])=[CH:15][CH:14]=1.Cl. The catalyst is O.S([O-])([O-])(=O)=O.[Na+].[Na+]. The product is [N:9](=[CH:2][C:3]([NH:19][C:16]1[CH:17]=[CH:18][C:13]([O:12][CH3:11])=[CH:14][CH:15]=1)=[O:5])[OH:10]. The yield is 0.850. (4) The reactants are Cl[C:2]1[N:3]=[C:4]([N:24]2[CH2:29][CH2:28][O:27][CH2:26][CH2:25]2)[C:5]2[S:10][C:9]([CH2:11][N:12]3[CH2:17][CH2:16][N:15]([C:18]([CH3:23])([CH3:22])[C:19]([NH2:21])=[O:20])[CH2:14][CH2:13]3)=[CH:8][C:6]=2[N:7]=1.CC1(C)C(C)(C)OB([C:38]2[C:42]3[CH:43]=[CH:44][CH:45]=[CH:46][C:41]=3[O:40][C:39]=2[CH3:47])O1.C(=O)([O-])[O-].[Na+].[Na+].C([O-])(=O)C.[K+]. The catalyst is C(#N)C.O.CCOC(C)=O. The product is [CH3:22][C:18]([N:15]1[CH2:16][CH2:17][N:12]([CH2:11][C:9]2[S:10][C:5]3[C:4]([N:24]4[CH2:29][CH2:28][O:27][CH2:26][CH2:25]4)=[N:3][C:2]([C:38]4[C:42]5[CH:43]=[CH:44][CH:45]=[CH:46][C:41]=5[O:40][C:39]=4[CH3:47])=[N:7][C:6]=3[CH:8]=2)[CH2:13][CH2:14]1)([CH3:23])[C:19]([NH2:21])=[O:20]. The yield is 0.306. (5) The reactants are [C:1]([O:4][C@@H:5]1[C@@H:11]([O:12][C:13](=[O:15])[CH3:14])[C@:10]2([C:17]3[CH:22]=[CH:21][C:20]([Cl:23])=[C:19]([CH2:24][C:25]4[CH:30]=[CH:29][C:28]([O:31][CH2:32][CH3:33])=[CH:27][CH:26]=4)[CH:18]=3)[O:16][C@@:7]([CH2:34][O:35][C:36](=[O:38])[CH3:37])([CH2:8][O:9]2)[C@H:6]1[O:39][C:40](=[O:42])[CH3:41])(=[O:3])[CH3:2].BrN1C(=[O:49])CCC1=O.O.ClCCl. The catalyst is C(Cl)(Cl)(Cl)Cl.N(C(C)(C)C#N)=NC(C)(C)C#N. The product is [C:1]([O:4][C@@H:5]1[C@@H:11]([O:12][C:13](=[O:15])[CH3:14])[C@:10]2([C:17]3[CH:22]=[CH:21][C:20]([Cl:23])=[C:19]([CH:24]([C:25]4[CH:30]=[CH:29][C:28]([O:31][CH2:32][CH3:33])=[CH:27][CH:26]=4)[OH:49])[CH:18]=3)[O:16][C@@:7]([CH2:34][O:35][C:36](=[O:38])[CH3:37])([CH2:8][O:9]2)[C@H:6]1[O:39][C:40](=[O:42])[CH3:41])(=[O:3])[CH3:2]. The yield is 0.890. (6) The reactants are [C:1]1(=[O:14])[C:6]2[CH:7]=[C:8]3[N:13]([C:5]=2[CH:4]=[N:3][NH:2]1)[CH2:12][CH2:11][CH2:10][CH2:9]3.Br[C:16]1[N:23]=[CH:22][CH:21]=[C:20]([Cl:24])[C:17]=1[CH:18]=[O:19].C(=O)([O-])[O-].[K+].[K+].COC1C2C(=C3C(=CC=2)C(OC)=CC=N3)N=CC=1. The catalyst is [Cu]I.O1CCOCC1. The product is [Cl:24][C:20]1[C:17]([CH:18]=[O:19])=[C:16]([N:2]2[C:1](=[O:14])[C:6]3[CH:7]=[C:8]4[N:13]([C:5]=3[CH:4]=[N:3]2)[CH2:12][CH2:11][CH2:10][CH2:9]4)[N:23]=[CH:22][CH:21]=1. The yield is 0.370.